Task: Predict the product of the given reaction.. Dataset: Forward reaction prediction with 1.9M reactions from USPTO patents (1976-2016) (1) Given the reactants [ClH:1].[N:2]12[CH2:9][CH2:8][CH:5]([CH2:6][CH2:7]1)[C@H:4]([NH:10][C:11]([C:13]1[O:14][C:15]3[C:21]([C:22]4[CH:23]=[C:24]([CH:28]=[CH:29][CH:30]=4)[C:25](O)=[O:26])=[CH:20][CH:19]=[CH:18][C:16]=3[CH:17]=1)=[O:12])[CH2:3]2.[CH2:31]([NH2:35])[CH2:32][CH2:33][CH3:34], predict the reaction product. The product is: [ClH:1].[N:2]12[CH2:7][CH2:6][CH:5]([CH2:8][CH2:9]1)[C@H:4]([NH:10][C:11]([C:13]1[O:14][C:15]3[C:21]([C:22]4[CH:30]=[CH:29][CH:28]=[C:24]([C:25]([NH:35][CH2:31][CH2:32][CH2:33][CH3:34])=[O:26])[CH:23]=4)=[CH:20][CH:19]=[CH:18][C:16]=3[CH:17]=1)=[O:12])[CH2:3]2. (2) The product is: [CH3:16][N:17]([CH2:18][C:19]1[O:14][C:9]2[CH:8]=[C:7]([C:6]([OH:5])=[O:15])[CH:12]=[CH:11][C:10]=2[CH:20]=1)[CH3:21]. Given the reactants C(#N)C.C[O:5][C:6](=[O:15])[C:7]1[CH:12]=[CH:11][C:10](I)=[C:9]([OH:14])[CH:8]=1.[CH3:16][N:17]([CH3:21])[CH2:18][C:19]#[CH:20], predict the reaction product. (3) Given the reactants [Cl:1][C:2]1[CH:10]=[C:9]2[C:5]([C:6]([CH:11]=O)=[CH:7][NH:8]2)=[CH:4][CH:3]=1.[C:13]([NH:16][CH:17](C([O-])=O)[C:18]([O:20][CH2:21][CH3:22])=[O:19])(=[O:15])[CH3:14].C(OC(=O)C)(=O)C, predict the reaction product. The product is: [C:13]([NH:16]/[C:17](=[CH:11]\[C:6]1[C:5]2[C:9](=[CH:10][C:2]([Cl:1])=[CH:3][CH:4]=2)[NH:8][CH:7]=1)/[C:18]([O:20][CH2:21][CH3:22])=[O:19])(=[O:15])[CH3:14]. (4) Given the reactants C1(P(C2CCCCC2)[C:8]2[CH:13]=[CH:12][CH:11]=[CH:10][C:9]=2[C:14]2[CH:19]=CC=CC=2N(C)C)CCCCC1.P([O-])([O-])([O-])=[O:30].[K+].[K+].[K+].[CH2:37]([CH:39]([N:42]1[CH2:47][CH2:46][N:45]([C:48]([C@H:50]2[CH2:54][CH2:53][NH:52][CH2:51]2)=[O:49])[CH2:44][CH2:43]1)[CH2:40][CH3:41])[CH3:38], predict the reaction product. The product is: [CH2:37]([CH:39]([N:42]1[CH2:43][CH2:44][N:45]([C:48]([C@H:50]2[CH2:54][CH2:53][N:52]([C:12]3[CH:11]=[CH:10][C:9]([C:14](=[O:30])[CH3:19])=[CH:8][CH:13]=3)[CH2:51]2)=[O:49])[CH2:46][CH2:47]1)[CH2:40][CH3:41])[CH3:38]. (5) Given the reactants [CH3:1][C@@:2]([O:7][CH2:8][CH2:9][CH2:10][CH:11]=[CH2:12])([CH:5]=[CH2:6])[CH2:3][OH:4].[C:13](Cl)(=[O:20])[C:14]1[CH:19]=[CH:18][CH:17]=[CH:16][CH:15]=1, predict the reaction product. The product is: [C:13]([O:4][CH2:3][C@:2]([CH3:1])([O:7][CH2:8][CH2:9][CH2:10][CH:11]=[CH2:12])[CH:5]=[CH2:6])(=[O:20])[C:14]1[CH:19]=[CH:18][CH:17]=[CH:16][CH:15]=1. (6) Given the reactants CI.[Br:3][C:4]1[N:9]=[C:8]([NH:10][C:11]([NH2:13])=S)[CH:7]=[CH:6][CH:5]=1.[CH3:14][O:15][C:16]1[CH:23]=[CH:22][CH:21]=[C:20]([O:24][CH3:25])[C:17]=1[CH2:18][NH2:19], predict the reaction product. The product is: [Br:3][C:4]1[N:9]=[C:8]([NH:10][C:11]([NH:19][CH2:18][C:17]2[C:20]([O:24][CH3:25])=[CH:21][CH:22]=[CH:23][C:16]=2[O:15][CH3:14])=[NH:13])[CH:7]=[CH:6][CH:5]=1. (7) Given the reactants CCOCC.O=O.C([O:13][C:14]1[CH:23]=[CH:22][C:21]2[C:16](=[CH:17][CH:18]=[CH:19][CH:20]=2)[CH:15]=1)C(C)(C)C, predict the reaction product. The product is: [CH:15]1[C:16]2[C:21](=[CH:20][CH:19]=[CH:18][CH:17]=2)[CH:22]=[CH:23][C:14]=1[OH:13].